This data is from TCR-epitope binding with 47,182 pairs between 192 epitopes and 23,139 TCRs. The task is: Binary Classification. Given a T-cell receptor sequence (or CDR3 region) and an epitope sequence, predict whether binding occurs between them. (1) The epitope is NLVPMVATV. The TCR CDR3 sequence is CASSLKRLWQRYGYTF. Result: 1 (the TCR binds to the epitope). (2) The epitope is TEILPVSMTK. The TCR CDR3 sequence is CASSPGGLAGADTQYF. Result: 0 (the TCR does not bind to the epitope). (3) The epitope is GTSGSPIINR. The TCR CDR3 sequence is CASSLGPYVDTQYF. Result: 1 (the TCR binds to the epitope). (4) The epitope is GTHWFVTQR. The TCR CDR3 sequence is CASSKAPGFSYEQYF. Result: 0 (the TCR does not bind to the epitope). (5) The epitope is VTIAEILLI. The TCR CDR3 sequence is CASLLLLNNEQFF. Result: 0 (the TCR does not bind to the epitope). (6) The epitope is GLIYNRMGAVTTEV. The TCR CDR3 sequence is CASSLASPNVLTF. Result: 1 (the TCR binds to the epitope). (7) The epitope is LEPLVDLPI. The TCR CDR3 sequence is CSVGPAGREYGYTF. Result: 0 (the TCR does not bind to the epitope). (8) The epitope is GVAMPNLYK. The TCR CDR3 sequence is CASSQDRTASYNEQFF. Result: 0 (the TCR does not bind to the epitope). (9) The epitope is LLALHRSYL. The TCR CDR3 sequence is CASSLSSATGELFF. Result: 0 (the TCR does not bind to the epitope).